This data is from NCI-60 drug combinations with 297,098 pairs across 59 cell lines. The task is: Regression. Given two drug SMILES strings and cell line genomic features, predict the synergy score measuring deviation from expected non-interaction effect. (1) Drug 2: CN(C)N=NC1=C(NC=N1)C(=O)N. Synergy scores: CSS=3.09, Synergy_ZIP=1.02, Synergy_Bliss=2.84, Synergy_Loewe=-0.120, Synergy_HSA=-0.117. Cell line: SK-MEL-2. Drug 1: C1CC(=O)NC(=O)C1N2CC3=C(C2=O)C=CC=C3N. (2) Drug 2: CN(CC1=CN=C2C(=N1)C(=NC(=N2)N)N)C3=CC=C(C=C3)C(=O)NC(CCC(=O)O)C(=O)O. Cell line: U251. Drug 1: CC12CCC3C(C1CCC2O)C(CC4=C3C=CC(=C4)O)CCCCCCCCCS(=O)CCCC(C(F)(F)F)(F)F. Synergy scores: CSS=30.1, Synergy_ZIP=3.71, Synergy_Bliss=-1.17, Synergy_Loewe=-55.5, Synergy_HSA=-1.92. (3) Drug 1: COC1=NC(=NC2=C1N=CN2C3C(C(C(O3)CO)O)O)N. Drug 2: CNC(=O)C1=NC=CC(=C1)OC2=CC=C(C=C2)NC(=O)NC3=CC(=C(C=C3)Cl)C(F)(F)F. Cell line: SN12C. Synergy scores: CSS=-7.66, Synergy_ZIP=2.46, Synergy_Bliss=-2.15, Synergy_Loewe=-4.86, Synergy_HSA=-6.31. (4) Drug 1: C1=NC(=NC(=O)N1C2C(C(C(O2)CO)O)O)N. Drug 2: CC1C(C(CC(O1)OC2CC(CC3=C2C(=C4C(=C3O)C(=O)C5=CC=CC=C5C4=O)O)(C(=O)C)O)N)O. Cell line: UO-31. Synergy scores: CSS=60.6, Synergy_ZIP=-3.68, Synergy_Bliss=3.67, Synergy_Loewe=4.79, Synergy_HSA=6.31. (5) Drug 1: CCCS(=O)(=O)NC1=C(C(=C(C=C1)F)C(=O)C2=CNC3=C2C=C(C=N3)C4=CC=C(C=C4)Cl)F. Drug 2: CCC1(CC2CC(C3=C(CCN(C2)C1)C4=CC=CC=C4N3)(C5=C(C=C6C(=C5)C78CCN9C7C(C=CC9)(C(C(C8N6C=O)(C(=O)OC)O)OC(=O)C)CC)OC)C(=O)OC)O.OS(=O)(=O)O. Cell line: CAKI-1. Synergy scores: CSS=40.6, Synergy_ZIP=8.15, Synergy_Bliss=9.15, Synergy_Loewe=2.27, Synergy_HSA=10.7. (6) Cell line: PC-3. Drug 2: CCC1(CC2CC(C3=C(CCN(C2)C1)C4=CC=CC=C4N3)(C5=C(C=C6C(=C5)C78CCN9C7C(C=CC9)(C(C(C8N6C)(C(=O)OC)O)OC(=O)C)CC)OC)C(=O)OC)O.OS(=O)(=O)O. Synergy scores: CSS=6.80, Synergy_ZIP=0.0516, Synergy_Bliss=0.906, Synergy_Loewe=1.94, Synergy_HSA=0.0231. Drug 1: CC1=C(C=C(C=C1)C(=O)NC2=CC(=CC(=C2)C(F)(F)F)N3C=C(N=C3)C)NC4=NC=CC(=N4)C5=CN=CC=C5. (7) Drug 1: C1CN1P(=S)(N2CC2)N3CC3. Drug 2: C1=CN(C(=O)N=C1N)C2C(C(C(O2)CO)O)O.Cl. Cell line: SNB-75. Synergy scores: CSS=11.7, Synergy_ZIP=-5.30, Synergy_Bliss=-3.63, Synergy_Loewe=-1.03, Synergy_HSA=-0.738. (8) Drug 1: CC1=C(C(=CC=C1)Cl)NC(=O)C2=CN=C(S2)NC3=CC(=NC(=N3)C)N4CCN(CC4)CCO. Drug 2: CCC1(CC2CC(C3=C(CCN(C2)C1)C4=CC=CC=C4N3)(C5=C(C=C6C(=C5)C78CCN9C7C(C=CC9)(C(C(C8N6C)(C(=O)OC)O)OC(=O)C)CC)OC)C(=O)OC)O.OS(=O)(=O)O. Cell line: CAKI-1. Synergy scores: CSS=17.6, Synergy_ZIP=-5.78, Synergy_Bliss=-3.82, Synergy_Loewe=-1.19, Synergy_HSA=-0.418. (9) Drug 1: C1CCC(CC1)NC(=O)N(CCCl)N=O. Drug 2: C1CNP(=O)(OC1)N(CCCl)CCCl. Cell line: COLO 205. Synergy scores: CSS=12.6, Synergy_ZIP=-4.89, Synergy_Bliss=-3.55, Synergy_Loewe=-22.6, Synergy_HSA=-3.81.